From a dataset of Forward reaction prediction with 1.9M reactions from USPTO patents (1976-2016). Predict the product of the given reaction. (1) Given the reactants Cl[C:2]1[N:11]=[C:10]([NH:12][CH2:13][CH:14]([C:21]2[CH:26]=[CH:25][CH:24]=[CH:23][CH:22]=2)[C:15]2[CH:20]=[CH:19][CH:18]=[CH:17][CH:16]=2)[C:9]2[C:4](=[CH:5][CH:6]=[CH:7][CH:8]=2)[N:3]=1.[N:27]1[CH:32]=[CH:31][C:30](B(O)O)=[CH:29][CH:28]=1.C(NC1C2C(=CC=CC=2)N=C(C2SC3C=CC=CC=3C=2)N=1)(C1C=CC=CC=1)C1C=CC=CC=1, predict the reaction product. The product is: [C:15]1([CH:14]([C:21]2[CH:26]=[CH:25][CH:24]=[CH:23][CH:22]=2)[CH2:13][NH:12][C:10]2[C:9]3[C:4](=[CH:5][CH:6]=[CH:7][CH:8]=3)[N:3]=[C:2]([C:30]3[CH:31]=[CH:32][N:27]=[CH:28][CH:29]=3)[N:11]=2)[CH:20]=[CH:19][CH:18]=[CH:17][CH:16]=1. (2) The product is: [C:3]1([C:9]2([C:10]#[N:11])[CH2:17][CH2:16][CH2:15][CH2:14][CH2:13]2)[CH:8]=[CH:7][CH:6]=[CH:5][CH:4]=1. Given the reactants [H-].[Na+].[C:3]1([CH2:9][C:10]#[N:11])[CH:8]=[CH:7][CH:6]=[CH:5][CH:4]=1.Br[CH2:13][CH2:14][CH2:15][CH2:16][CH2:17]Br.Cl, predict the reaction product. (3) The product is: [Cl:32][C:33]1[CH:38]=[CH:37][N:36]=[CH:35][C:34]=1[S:39]([N:20]1[CH2:21][CH2:22][N:17]([C:14]2[CH:13]=[CH:12][C:11]([C:5]([OH:10])([C:6]([F:9])([F:8])[F:7])[C:4]([F:3])([F:23])[F:24])=[CH:16][CH:15]=2)[CH2:18][CH2:19]1)(=[O:41])=[O:40]. Given the reactants Cl.Cl.[F:3][C:4]([F:24])([F:23])[C:5]([C:11]1[CH:16]=[CH:15][C:14]([N:17]2[CH2:22][CH2:21][NH:20][CH2:19][CH2:18]2)=[CH:13][CH:12]=1)([OH:10])[C:6]([F:9])([F:8])[F:7].C(N(CC)CC)C.[Cl:32][C:33]1[CH:38]=[CH:37][N:36]=[CH:35][C:34]=1[S:39](Cl)(=[O:41])=[O:40].C([O-])(O)=O.[Na+], predict the reaction product. (4) The product is: [OH:2][C@@H:3]([C@H:5]1[C:41](=[O:42])[N:7]2[C:8]([C:28]([O-:30])=[O:29])=[C:9]([C:12]3[S:16][C:15]4=[C:17]([S:26][CH3:27])[N:18]([CH2:20][C:21]5[S:22][CH:23]=[CH:24][CH:25]=5)[CH:19]=[N+:14]4[CH:13]=3)[C@H:10]([CH3:11])[C@H:6]12)[CH3:4]. Given the reactants [I-].[OH:2][C@@H:3]([C@H:5]1[C:41](=[O:42])[N:7]2[C:8]([C:28]([O:30]CC3C=CC([N+]([O-])=O)=CC=3)=[O:29])=[C:9]([C:12]3[S:16][C:15]4=[C:17]([S:26][CH3:27])[N:18]([CH2:20][C:21]5[S:22][CH:23]=[CH:24][CH:25]=5)[CH:19]=[N+:14]4[CH:13]=3)[C@H:10]([CH3:11])[C@H:6]12)[CH3:4].P([O-])([O-])([O-])=O.[Na+].[Na+].[Na+].[H][H], predict the reaction product.